This data is from Reaction yield outcomes from USPTO patents with 853,638 reactions. The task is: Predict the reaction yield, written as a fraction of the theoretical maximum amount of product (1.0 means a 100% yield; for example, 0.34 means a 34% yield). (1) The reactants are [C:1]([O:5][C:6]([CH3:9])([CH3:8])[CH3:7])(=[O:4])[CH:2]=[CH2:3].Cl.[CH2:11]([O:18][C:19](=[O:25])[C@@H:20]1[CH2:24][CH2:23][CH2:22][NH:21]1)[C:12]1[CH:17]=[CH:16][CH:15]=[CH:14][CH:13]=1.CCN(CC)CC. The catalyst is C(O)(C)(C)C. The product is [CH2:11]([O:18][C:19]([C@@H:20]1[CH2:24][CH2:23][CH2:22][N:21]1[CH2:3][CH2:2][C:1]([O:5][C:6]([CH3:9])([CH3:8])[CH3:7])=[O:4])=[O:25])[C:12]1[CH:13]=[CH:14][CH:15]=[CH:16][CH:17]=1. The yield is 0.790. (2) The reactants are [CH2:1]([C:3]1[CH:12]=[C:11]([CH3:13])[C:10]2[C:9](=[O:14])[N:8]([CH2:15][CH2:16][O:17][C:18]3[CH:19]=[N:20][CH:21]=[CH:22][CH:23]=3)[C@@H:7]3[CH2:24][N:25](C(OC(C)(C)C)=O)[CH2:26][C@H:6]3[C:5]=2[CH:4]=1)[CH3:2].[ClH:34]. The catalyst is CCOCC.O. The product is [ClH:34].[ClH:34].[CH2:1]([C:3]1[CH:12]=[C:11]([CH3:13])[C:10]2[C:9](=[O:14])[N:8]([CH2:15][CH2:16][O:17][C:18]3[CH:19]=[N:20][CH:21]=[CH:22][CH:23]=3)[C@@H:7]3[CH2:24][NH:25][CH2:26][C@H:6]3[C:5]=2[CH:4]=1)[CH3:2]. The yield is 0.440.